Dataset: Full USPTO retrosynthesis dataset with 1.9M reactions from patents (1976-2016). Task: Predict the reactants needed to synthesize the given product. (1) The reactants are: [SH:1][CH:2]1[CH2:6][CH2:5][O:4][C:3]1=[O:7].C(=O)([O-])[O-].[K+].[K+].[Br:14][C:15]1[CH:22]=[CH:21][C:18]([CH2:19]Br)=[CH:17][CH:16]=1. Given the product [Br:14][C:15]1[CH:22]=[CH:21][C:18]([CH2:19][S:1][CH:2]2[CH2:6][CH2:5][O:4][C:3]2=[O:7])=[CH:17][CH:16]=1, predict the reactants needed to synthesize it. (2) The reactants are: [C:1]([NH:4][C@H:5]([C:10]([OH:12])=[O:11])[C:6]([SH:9])([CH3:8])[CH3:7])(=[O:3])[CH3:2].[CH3:13]CN(C(C)C)C(C)C.[F:22][C:23]([F:28])([F:27])[C:24]([OH:26])=[O:25].BrC[C:31]([NH:33][C:34]1[CH:39]=[CH:38][CH:37]=[C:36]([CH3:40])[C:35]=1[C:41]1[CH:46]=[CH:45][CH:44]=[C:43]([S:47]([C:50]2[CH:54]=[C:53]([C:55](=[NH:57])[NH2:56])[S:52][C:51]=2[S:58][CH3:59])(=[O:49])=[O:48])[CH:42]=1)=[O:32]. Given the product [F:22][C:23]([F:28])([F:27])[C:24]([OH:26])=[O:25].[C:1]([NH:4][CH:5]([C:6]([SH:9]([C:31](=[O:32])[NH:33][C:34]1[CH:39]=[CH:38][CH:37]=[C:36]([CH3:40])[C:35]=1[C:41]1[CH:46]=[CH:45][CH:44]=[C:43]([S:47]([C:50]2[CH:54]=[C:53]([C:55](=[NH:56])[NH2:57])[S:52][C:51]=2[S:58][CH3:59])(=[O:49])=[O:48])[CH:42]=1)[CH3:13])([CH3:7])[CH3:8])[C:10]([OH:12])=[O:11])(=[O:3])[CH3:2], predict the reactants needed to synthesize it.